From a dataset of Catalyst prediction with 721,799 reactions and 888 catalyst types from USPTO. Predict which catalyst facilitates the given reaction. (1) Reactant: [C:1]([CH:5]1[CH2:10][CH2:9][CH:8]([C:11]([OH:13])=[O:12])[CH2:7][CH2:6]1)([CH3:4])([CH3:3])[CH3:2].[C:14](Cl)(=O)C(Cl)=O.CN(C)C=O. Product: [C:1]([CH:5]1[CH2:10][CH2:9][CH:8]([C:11]([O:13][CH3:14])=[O:12])[CH2:7][CH2:6]1)([CH3:4])([CH3:2])[CH3:3]. The catalyst class is: 4. (2) Reactant: C(Cl)(=O)C(Cl)=O.CN(C)C=O.[Br:12][C:13]1[C:18]([C:19]([F:22])([F:21])[F:20])=[CH:17][CH:16]=[CH:15][C:14]=1[CH2:23][CH2:24][C:25]([OH:27])=O. Product: [Br:12][C:13]1[C:18]([C:19]([F:20])([F:21])[F:22])=[CH:17][CH:16]=[C:15]2[C:14]=1[CH2:23][CH2:24][C:25]2=[O:27]. The catalyst class is: 4. (3) Reactant: N(C(OCC)=O)=NC(OCC)=O.[Cl:13][C:14]1[CH:19]=[CH:18][CH:17]=[CH:16][C:15]=1[CH:20]([OH:22])[CH3:21].C1(P(C2C=CC=CC=2)C2C=CC=CC=2)C=CC=CC=1.[CH3:42][O:43][C:44]([C:46]1[S:47][C:48]([C:52]([O:54][CH3:55])=[O:53])=[CH:49][C:50]=1O)=[O:45]. Product: [CH3:42][O:43][C:44]([C:46]1[S:47][C:48]([C:52]([O:54][CH3:55])=[O:53])=[CH:49][C:50]=1[O:22][CH:20]([C:15]1[CH:16]=[CH:17][CH:18]=[CH:19][C:14]=1[Cl:13])[CH3:21])=[O:45]. The catalyst class is: 1.